This data is from Catalyst prediction with 721,799 reactions and 888 catalyst types from USPTO. The task is: Predict which catalyst facilitates the given reaction. (1) Reactant: [F:1][CH:2]([F:30])[O:3][CH:4]=[C:5]([C:20]1[CH:29]=[CH:28][C:27]2[CH2:26][CH2:25][CH2:24][CH2:23][C:22]=2[CH:21]=1)[C:6]([NH:8][CH2:9][CH2:10][C:11]1[CH:16]=[CH:15][C:14]([O:17][CH3:18])=[C:13]([OH:19])[CH:12]=1)=[O:7].CN(C)C=O.Cl[CH2:37][C:38]#[CH:39].[H-].[Na+]. Product: [F:1][CH:2]([F:30])[O:3][CH:4]=[C:5]([C:20]1[CH:29]=[CH:28][C:27]2[CH2:26][CH2:25][CH2:24][CH2:23][C:22]=2[CH:21]=1)[C:6]([NH:8][CH2:9][CH2:10][C:11]1[CH:16]=[CH:15][C:14]([O:17][CH3:18])=[C:13]([O:19][CH2:39][C:38]#[CH:37])[CH:12]=1)=[O:7]. The catalyst class is: 6. (2) Reactant: [N:1]1([C:7]2[CH:15]=[CH:14][C:13]([N+:16]([O-:18])=[O:17])=[CH:12][C:8]=2[C:9](O)=[O:10])[CH2:6][CH2:5][O:4][CH2:3][CH2:2]1.S(Cl)([Cl:21])=O. Product: [N:1]1([C:7]2[CH:15]=[CH:14][C:13]([N+:16]([O-:18])=[O:17])=[CH:12][C:8]=2[C:9]([Cl:21])=[O:10])[CH2:6][CH2:5][O:4][CH2:3][CH2:2]1. The catalyst class is: 588. (3) Reactant: C(OC(=O)[NH:7][C:8]1[CH:13]=[CH:12][C:11]([C:14]2[N:15]=[CH:16][C:17]3[N:18]([N:20]=[C:21]([NH:23][C:24]4[CH:29]=[CH:28][CH:27]=[CH:26][C:25]=4[C:30]#[N:31])[N:22]=3)[CH:19]=2)=[CH:10][CH:9]=1)(C)(C)C.COC1C=CC=C(OC)C=1.B(F)(F)F.C(=O)([O-])[O-].[K+].[K+]. Product: [NH2:7][C:8]1[CH:13]=[CH:12][C:11]([C:14]2[N:15]=[CH:16][C:17]3[N:18]([N:20]=[C:21]([NH:23][C:24]4[CH:29]=[CH:28][CH:27]=[CH:26][C:25]=4[C:30]#[N:31])[N:22]=3)[CH:19]=2)=[CH:10][CH:9]=1. The catalyst class is: 411. (4) The catalyst class is: 16. Product: [Cl:31][C:32]1[C:33]([O:14][C:11]2[CH:12]=[CH:13][C:8]([C:5]3[CH:6]=[CH:7][C:2]([Cl:1])=[C:3]([C:21]([F:22])([F:24])[F:23])[CH:4]=3)=[CH:9][C:10]=2[C:15]2[CH:20]=[CH:19][N:18]=[N:17][CH:16]=2)=[CH:34][C:35]([F:58])=[C:36]([S:38]([N:41]([CH2:47][C:48]2[CH:53]=[CH:52][C:51]([O:54][CH3:55])=[CH:50][C:49]=2[O:56][CH3:57])[C:42]2[S:43][CH:44]=[N:45][N:46]=2)(=[O:39])=[O:40])[CH:37]=1. Reactant: [Cl:1][C:2]1[CH:7]=[CH:6][C:5]([C:8]2[CH:13]=[CH:12][C:11]([OH:14])=[C:10]([C:15]3[CH:20]=[CH:19][N:18]=[N:17][CH:16]=3)[CH:9]=2)=[CH:4][C:3]=1[C:21]([F:24])([F:23])[F:22].C(=O)([O-])[O-].[K+].[K+].[Cl:31][C:32]1[C:33](F)=[CH:34][C:35]([F:58])=[C:36]([S:38]([N:41]([CH2:47][C:48]2[CH:53]=[CH:52][C:51]([O:54][CH3:55])=[CH:50][C:49]=2[O:56][CH3:57])[C:42]2[S:43][CH:44]=[N:45][N:46]=2)(=[O:40])=[O:39])[CH:37]=1.